This data is from Forward reaction prediction with 1.9M reactions from USPTO patents (1976-2016). The task is: Predict the product of the given reaction. (1) Given the reactants [CH2:1]([O:8][C:9]1[C:17]([CH3:18])=[CH:16][C:12]([C:13]([OH:15])=O)=[CH:11][C:10]=1[CH2:19][CH3:20])[C:2]1[CH:7]=[CH:6][CH:5]=[CH:4][CH:3]=1.C(Cl)CCl.C1C=CC2N(O)N=NC=2C=1.CCN(C(C)C)C(C)C.Cl.Cl.[NH2:46][CH2:47][C:48]([C:55]1[CH:60]=[C:59]([CH3:61])[N:58]=[C:57]([NH:62][CH:63]([CH3:65])[CH3:64])[N:56]=1)([O:52][CH2:53][CH3:54])[O:49][CH2:50][CH3:51], predict the reaction product. The product is: [CH2:1]([O:8][C:9]1[C:17]([CH3:18])=[CH:16][C:12]([C:13]([NH:46][CH2:47][C:48]([O:52][CH2:53][CH3:54])([O:49][CH2:50][CH3:51])[C:55]2[CH:60]=[C:59]([CH3:61])[N:58]=[C:57]([NH:62][CH:63]([CH3:64])[CH3:65])[N:56]=2)=[O:15])=[CH:11][C:10]=1[CH2:19][CH3:20])[C:2]1[CH:3]=[CH:4][CH:5]=[CH:6][CH:7]=1. (2) Given the reactants C[Si]([C:5]#[N:6])(C)C.[NH2:7][C:8]1[CH:13]=[CH:12][C:11]([CH3:14])=[CH:10][CH:9]=1.[C:15]1(=O)[CH2:18][CH2:17][CH2:16]1, predict the reaction product. The product is: [CH3:14][C:11]1[CH:12]=[CH:13][C:8]([NH:7][C:15]2([C:5]#[N:6])[CH2:18][CH2:17][CH2:16]2)=[CH:9][CH:10]=1. (3) Given the reactants CC[O-].[Na+].[CH3:5][C:6]1[S:10][C:9]([CH:11]=O)=[CH:8][CH:7]=1.[C:13]([O:22]CC)(=[O:21])[CH2:14][CH2:15][C:16]([O:18][CH2:19][CH3:20])=[O:17], predict the reaction product. The product is: [CH2:19]([O:18][C:16]([C:15](=[CH:11][C:9]1[S:10][C:6]([CH3:5])=[CH:7][CH:8]=1)[CH2:14][C:13]([OH:22])=[O:21])=[O:17])[CH3:20]. (4) Given the reactants [CH2:1]([C@H:3]1[CH2:7][NH:6][CH2:5][C@H:4]1[NH:8][C:9]1[C:10]2[N:11]([CH:18]=[C:19]([C:21]3[O:25][N:24]=[C:23]([CH3:26])[CH:22]=3)[CH:20]=2)[N:12]=[CH:13][C:14]=1[C:15]([NH2:17])=[O:16])[CH3:2].C(C1([C:32]([OH:34])=[O:33])CC1)#N.F[P-](F)(F)(F)(F)F.N1(OC(N(C)C)=[N+](C)C)C2N=C[CH:49]=[CH:50][C:45]=2N=N1.[CH:59](N(CC)C(C)C)(C)C, predict the reaction product. The product is: [C:15]([C:14]1[CH:13]=[N:12][N:11]2[CH:18]=[C:19]([C:21]3[O:25][N:24]=[C:23]([CH3:26])[CH:22]=3)[CH:20]=[C:10]2[C:9]=1[NH:8][C@H:4]1[C@@H:3]([CH2:1][CH3:2])[CH2:7][N:6]([C:32]([O:34][C:50]([CH3:49])([CH3:45])[CH3:59])=[O:33])[CH2:5]1)(=[O:16])[NH2:17].